Dataset: Full USPTO retrosynthesis dataset with 1.9M reactions from patents (1976-2016). Task: Predict the reactants needed to synthesize the given product. Given the product [F:3][C:4]1[CH:9]=[N:8][C:7]2[N:10]([CH:11]3[CH2:16][CH2:15][S:14][CH2:13][CH2:12]3)[C:34](=[O:35])[N:19]([C@@H:20]3[CH2:25][CH2:24][C@H:23]([NH:26][C:27](=[O:33])[O:28][C:29]([CH3:30])([CH3:32])[CH3:31])[CH2:22][CH2:21]3)[C:17](=[O:18])[C:6]=2[CH:5]=1, predict the reactants needed to synthesize it. The reactants are: [H-].[Na+].[F:3][C:4]1[CH:5]=[C:6]([C:17]([NH:19][C@@H:20]2[CH2:25][CH2:24][C@H:23]([NH:26][C:27](=[O:33])[O:28][C:29]([CH3:32])([CH3:31])[CH3:30])[CH2:22][CH2:21]2)=[O:18])[C:7]([NH:10][CH:11]2[CH2:16][CH2:15][S:14][CH2:13][CH2:12]2)=[N:8][CH:9]=1.[C:34](N1C=CN=C1)(N1C=CN=C1)=[O:35].C(OCC)(=O)C.